Dataset: Full USPTO retrosynthesis dataset with 1.9M reactions from patents (1976-2016). Task: Predict the reactants needed to synthesize the given product. (1) Given the product [F:1][C:2]1[CH:7]=[C:6]([F:8])[CH:5]=[CH:4][C:3]=1[C:9]([N:11]1[CH2:16][CH2:15][CH2:14][C@H:13]([N:26]2[N:27]=[N:28][C:24]([C:18]3[CH:23]=[CH:22][CH:21]=[CH:20][CH:19]=3)=[N:25]2)[CH2:12]1)=[O:10], predict the reactants needed to synthesize it. The reactants are: [F:1][C:2]1[CH:7]=[C:6]([F:8])[CH:5]=[CH:4][C:3]=1[C:9]([N:11]1[CH2:16][CH2:15][CH2:14][C@@H:13](O)[CH2:12]1)=[O:10].[C:18]1([C:24]2[NH:28][N:27]=[N:26][N:25]=2)[CH:23]=[CH:22][CH:21]=[CH:20][CH:19]=1. (2) Given the product [Cl:12][C:11]1[C:6]([CH2:5][OH:4])=[N:7][CH:8]=[CH:9][C:10]=1[O:13][CH3:14], predict the reactants needed to synthesize it. The reactants are: C([O:4][CH2:5][C:6]1[C:11]([Cl:12])=[C:10]([O:13][CH3:14])[CH:9]=[CH:8][N:7]=1)(=O)C.C(=O)([O-])[O-].[K+].[K+]. (3) Given the product [CH3:14][O:11][C:10](=[O:12])[CH2:9][C:3]1[C:2]([Cl:1])=[CH:7][CH:6]=[CH:5][C:4]=1[Cl:8], predict the reactants needed to synthesize it. The reactants are: [Cl:1][C:2]1[CH:7]=[CH:6][CH:5]=[C:4]([Cl:8])[C:3]=1[CH2:9][C:10]([OH:12])=[O:11].Cl.[CH3:14]O. (4) Given the product [F:1][C:2]1[CH:3]=[CH:4][C:5]([CH:8]([N:31]2[CH2:36][CH2:35][N:34]([CH:37]([CH3:39])[CH3:38])[CH2:33][CH2:32]2)[CH2:9][N:10]2[CH2:15][CH2:14][N:13]([CH2:16][CH2:17][CH2:18][CH2:19][C:20]3[C:29]4[C:24](=[CH:25][CH:26]=[CH:27][CH:28]=4)[CH:23]=[CH:22][C:21]=3[O:30][CH:47]([CH3:49])[CH3:48])[CH2:12][CH2:11]2)=[CH:6][CH:7]=1, predict the reactants needed to synthesize it. The reactants are: [F:1][C:2]1[CH:7]=[CH:6][C:5]([CH:8]([N:31]2[CH2:36][CH2:35][N:34]([CH:37]([CH3:39])[CH3:38])[CH2:33][CH2:32]2)[CH2:9][N:10]2[CH2:15][CH2:14][N:13]([CH2:16][CH2:17][CH2:18][CH2:19][C:20]3[C:29]4[C:24](=[CH:25][CH:26]=[CH:27][CH:28]=4)[CH:23]=[CH:22][C:21]=3[OH:30])[CH2:12][CH2:11]2)=[CH:4][CH:3]=1.C(=O)([O-])[O-].[K+].[K+].I[CH:47]([CH3:49])[CH3:48]. (5) Given the product [OH:4][C:3]1[C:2]([C:6]([NH2:8])=[O:7])=[N:1][CH:9]=[C:10]([OH:11])[N:5]=1, predict the reactants needed to synthesize it. The reactants are: [NH2:1][CH:2]([C:6]([NH2:8])=[O:7])[C:3]([NH2:5])=[O:4].[C:9](OCC)(=O)[CH:10]=[O:11].[OH-].[Na+].Cl. (6) The reactants are: [CH3:1][N:2]([CH3:24])[CH2:3][CH2:4][N:5]1[C:13]2[C:8](=[CH:9][C:10]([O:14][C:15]3[CH:22]=[CH:21][C:20]([F:23])=[CH:19][C:16]=3[C:17]#[N:18])=[CH:11][CH:12]=2)[CH:7]=[N:6]1.[H-].[H-].[H-].[H-].[Li+].[Al+3]. Given the product [NH2:18][CH2:17][C:16]1[CH:19]=[C:20]([F:23])[CH:21]=[CH:22][C:15]=1[O:14][C:10]1[CH:9]=[C:8]2[C:13](=[CH:12][CH:11]=1)[N:5]([CH2:4][CH2:3][N:2]([CH3:24])[CH3:1])[N:6]=[CH:7]2, predict the reactants needed to synthesize it. (7) Given the product [N:15]12[CH2:16][CH2:17][CH:18]([CH2:19][CH2:20]1)[C:13]([C:8]1[C:7]3[C:11](=[CH:12][C:4]([NH2:1])=[CH:5][CH:6]=3)[NH:10][CH:9]=1)=[CH:14]2, predict the reactants needed to synthesize it. The reactants are: [N+:1]([C:4]1[CH:12]=[C:11]2[C:7]([C:8]([C:13]3[CH:18]4[CH2:19][CH2:20][N:15]([CH2:16][CH2:17]4)[CH:14]=3)=[CH:9][NH:10]2)=[CH:6][CH:5]=1)([O-])=O.O.NN.